From a dataset of Full USPTO retrosynthesis dataset with 1.9M reactions from patents (1976-2016). Predict the reactants needed to synthesize the given product. (1) The reactants are: [F:1][C:2]1[CH:3]=[C:4]([N:8]2[C:12]([C:13]3[CH:18]=[CH:17][N:16]=[CH:15][CH:14]=3)=[CH:11][C:10]([C:19](O)=[O:20])=[N:9]2)[CH:5]=[CH:6][CH:7]=1.CCN(C(C)C)C(C)C.CN(C(ON1N=[N:46][C:41]2[CH:42]=[CH:43][CH:44]=[N:45][C:40]1=2)=[N+](C)C)C.F[P-](F)(F)(F)(F)F.NC1C=NC=CC=1. Given the product [N:45]1[CH:44]=[CH:43][CH:42]=[C:41]([NH:46][C:19]([C:10]2[CH:11]=[C:12]([C:13]3[CH:18]=[CH:17][N:16]=[CH:15][CH:14]=3)[N:8]([C:4]3[CH:5]=[CH:6][CH:7]=[C:2]([F:1])[CH:3]=3)[N:9]=2)=[O:20])[CH:40]=1, predict the reactants needed to synthesize it. (2) Given the product [NH2:31][CH2:30][C:22]1[C:23]([O:28][CH3:29])=[CH:24][C:25]2[O:26][CH2:27][C:11]3[C:10]([C:8]([N:3]4[CH2:4][CH2:5][O:6][CH2:7][C:2]4([CH3:32])[CH3:1])=[O:9])=[N:14][N:13]([C:15]4[CH:19]=[CH:18][S:17][CH:16]=4)[C:12]=3[C:20]=2[CH:21]=1, predict the reactants needed to synthesize it. The reactants are: [CH3:1][C:2]1([CH3:32])[CH2:7][O:6][CH2:5][CH2:4][N:3]1[C:8]([C:10]1[C:11]2[CH2:27][O:26][C:25]3[CH:24]=[C:23]([O:28][CH3:29])[C:22]([C:30]#[N:31])=[CH:21][C:20]=3[C:12]=2[N:13]([C:15]2[CH:19]=[CH:18][S:17][CH:16]=2)[N:14]=1)=[O:9].CO. (3) Given the product [Br:1][C:2]1[S:6][C:5]([C:7]([O:9][CH3:10])=[O:8])=[CH:4][CH:3]=1, predict the reactants needed to synthesize it. The reactants are: [Br:1][C:2]1[S:6][C:5]([C:7]([OH:9])=[O:8])=[CH:4][CH:3]=1.[CH3:10][Si](C=[N+]=[N-])(C)C.